This data is from Ames mutagenicity test results for genotoxicity prediction. The task is: Regression/Classification. Given a drug SMILES string, predict its toxicity properties. Task type varies by dataset: regression for continuous values (e.g., LD50, hERG inhibition percentage) or binary classification for toxic/non-toxic outcomes (e.g., AMES mutagenicity, cardiotoxicity, hepatotoxicity). Dataset: ames. (1) The drug is CCCC(=O)/N=c1\sn(C(=O)CCC)c2ccc([N+](=O)[O-])cc12. The result is 1 (mutagenic). (2) The compound is C=C(Cl)C=O. The result is 1 (mutagenic).